Dataset: Peptide-MHC class II binding affinity with 134,281 pairs from IEDB. Task: Regression. Given a peptide amino acid sequence and an MHC pseudo amino acid sequence, predict their binding affinity value. This is MHC class II binding data. (1) The binding affinity (normalized) is 0.623. The MHC is HLA-DQA10201-DQB10402 with pseudo-sequence HLA-DQA10201-DQB10402. The peptide sequence is TQAFSAHGSGREVID. (2) The peptide sequence is AFILDGDNAFPKV. The MHC is DRB3_0101 with pseudo-sequence DRB3_0101. The binding affinity (normalized) is 0.870. (3) The peptide sequence is SDKFLANVSTVLTGK. The MHC is DRB1_0101 with pseudo-sequence DRB1_0101. The binding affinity (normalized) is 0.816. (4) The peptide sequence is TAGVFAAPTLMSFLR. The MHC is HLA-DPA10201-DPB11401 with pseudo-sequence HLA-DPA10201-DPB11401. The binding affinity (normalized) is 0.571. (5) The peptide sequence is EKKYFAATQFEPLTA. The MHC is HLA-DPA10103-DPB10401 with pseudo-sequence HLA-DPA10103-DPB10401. The binding affinity (normalized) is 1.00.